This data is from Full USPTO retrosynthesis dataset with 1.9M reactions from patents (1976-2016). The task is: Predict the reactants needed to synthesize the given product. Given the product [C:20]([O:19][C:17]([NH:16][C@H:5]([CH2:6][C:7]1[CH:12]=[C:11]([F:13])[C:10]([F:14])=[CH:9][C:8]=1[F:15])[CH2:4][C:3]([OH:24])=[O:2])=[O:18])([CH3:23])([CH3:21])[CH3:22], predict the reactants needed to synthesize it. The reactants are: C[O:2][C:3](=[O:24])[CH2:4][C@H:5]([NH:16][C:17]([O:19][C:20]([CH3:23])([CH3:22])[CH3:21])=[O:18])[CH2:6][C:7]1[CH:12]=[C:11]([F:13])[C:10]([F:14])=[CH:9][C:8]=1[F:15].O[Li].O.C([O-])(O)=O.[Na+].